Dataset: Catalyst prediction with 721,799 reactions and 888 catalyst types from USPTO. Task: Predict which catalyst facilitates the given reaction. (1) Reactant: [Br:1][C:2]1[CH:7]=[CH:6][CH:5]=[C:4]([CH3:8])[N:3]=1.ClC1C=C(C=CC=1)C(OO)=[O:14]. Product: [Br:1][C:2]1[CH:7]=[CH:6][CH:5]=[C:4]([CH3:8])[N+:3]=1[O-:14]. The catalyst class is: 2. (2) Reactant: C(O[C@@H:5]1[O:22][C@H:21]([CH2:23][O:24][C:25](=[O:27])[CH3:26])[C@@H:16]([O:17][C:18](=[O:20])[CH3:19])[C@H:11]([O:12][C:13](=[O:15])[CH3:14])[C@H:6]1[O:7][C:8](=[O:10])[CH3:9])(=O)C.[CH3:28][C:29]1[CH:34]=[CH:33][C:32]([C:35]([CH3:38])([CH3:37])[CH3:36])=[CH:31][C:30]=1[SH:39].B(F)(F)F.CCOCC. Product: [C:8]([O:7][C@@H:6]1[C@@H:11]([O:12][C:13](=[O:15])[CH3:14])[C@H:16]([O:17][C:18](=[O:20])[CH3:19])[C@@H:21]([CH2:23][O:24][C:25](=[O:27])[CH3:26])[O:22][C@H:5]1[S:39][C:30]1[CH:31]=[C:32]([C:35]([CH3:37])([CH3:36])[CH3:38])[CH:33]=[CH:34][C:29]=1[CH3:28])(=[O:10])[CH3:9]. The catalyst class is: 2. (3) Reactant: C(=O)([O-])[O-].[K+].[K+].[CH:7]12[O:15][CH:11]([CH2:12][NH:13][CH2:14]1)[CH2:10][N:9]([CH2:16][CH2:17][NH:18][C:19](=[O:25])[O:20][C:21]([CH3:24])([CH3:23])[CH3:22])[CH2:8]2.Br[CH2:27][C:28]1[CH:35]=[CH:34][C:31]([C:32]#[N:33])=[CH:30][CH:29]=1.C(O)(=O)C.C(O)=O. Product: [C:32]([C:31]1[CH:34]=[CH:35][C:28]([CH2:27][N:13]2[CH2:12][CH:11]3[O:15][CH:7]([CH2:8][N:9]([CH2:16][CH2:17][NH:18][C:19](=[O:25])[O:20][C:21]([CH3:22])([CH3:24])[CH3:23])[CH2:10]3)[CH2:14]2)=[CH:29][CH:30]=1)#[N:33]. The catalyst class is: 10. (4) Reactant: [C:1]1([C:30]2[CH:35]=[CH:34][CH:33]=[CH:32][CH:31]=2)[CH:6]=[CH:5][C:4]([O:7][C@H:8]2[CH2:13][CH2:12][CH2:11][C@@H:10]([O:14]C(=O)[C@@](OC)(C3C=CC=CC=3)C(F)(F)F)[CH2:9]2)=[CH:3][CH:2]=1.[OH-].[Na+]. Product: [C:1]1([C:30]2[CH:31]=[CH:32][CH:33]=[CH:34][CH:35]=2)[CH:6]=[CH:5][C:4]([O:7][C@H:8]2[CH2:13][CH2:12][CH2:11][C@@H:10]([OH:14])[CH2:9]2)=[CH:3][CH:2]=1. The catalyst class is: 8. (5) The catalyst class is: 34. Product: [Br:10][C:5]1[N:4]=[C:3]([CH3:9])[C:2]([NH2:1])=[C:7]([CH3:8])[CH:6]=1. Reactant: [NH2:1][C:2]1[C:3]([CH3:9])=[N:4][CH:5]=[CH:6][C:7]=1[CH3:8].[Br:10]Br.